This data is from Merck oncology drug combination screen with 23,052 pairs across 39 cell lines. The task is: Regression. Given two drug SMILES strings and cell line genomic features, predict the synergy score measuring deviation from expected non-interaction effect. (1) Drug 1: CC1CC2C3CCC4=CC(=O)C=CC4(C)C3(F)C(O)CC2(C)C1(O)C(=O)CO. Drug 2: NC(=O)c1cccc2cn(-c3ccc(C4CCCNC4)cc3)nc12. Cell line: MSTO. Synergy scores: synergy=-14.3. (2) Drug 1: COC12C(COC(N)=O)C3=C(C(=O)C(C)=C(N)C3=O)N1CC1NC12. Drug 2: N#Cc1ccc(Cn2cncc2CN2CCN(c3cccc(Cl)c3)C(=O)C2)cc1. Cell line: COLO320DM. Synergy scores: synergy=-2.76. (3) Drug 1: COc1cccc2c1C(=O)c1c(O)c3c(c(O)c1C2=O)CC(O)(C(=O)CO)CC3OC1CC(N)C(O)C(C)O1. Drug 2: C#Cc1cccc(Nc2ncnc3cc(OCCOC)c(OCCOC)cc23)c1. Cell line: NCIH520. Synergy scores: synergy=-3.82. (4) Drug 1: CC(C)CC(NC(=O)C(Cc1ccccc1)NC(=O)c1cnccn1)B(O)O. Drug 2: CCC1(O)C(=O)OCc2c1cc1n(c2=O)Cc2cc3c(CN(C)C)c(O)ccc3nc2-1. Cell line: SKMEL30. Synergy scores: synergy=-4.76. (5) Drug 1: O=C(CCCCCCC(=O)Nc1ccccc1)NO. Drug 2: O=C(NOCC(O)CO)c1ccc(F)c(F)c1Nc1ccc(I)cc1F. Cell line: KPL1. Synergy scores: synergy=-4.20. (6) Drug 1: CN1C(=O)C=CC2(C)C3CCC4(C)C(NC(=O)OCC(F)(F)F)CCC4C3CCC12. Drug 2: Cn1c(=O)n(-c2ccc(C(C)(C)C#N)cc2)c2c3cc(-c4cnc5ccccc5c4)ccc3ncc21. Cell line: HT144. Synergy scores: synergy=11.3.